Dataset: Ames mutagenicity test results for genotoxicity prediction. Task: Regression/Classification. Given a drug SMILES string, predict its toxicity properties. Task type varies by dataset: regression for continuous values (e.g., LD50, hERG inhibition percentage) or binary classification for toxic/non-toxic outcomes (e.g., AMES mutagenicity, cardiotoxicity, hepatotoxicity). Dataset: ames. (1) The molecule is CCC(C)C(C)CO. The result is 0 (non-mutagenic). (2) The compound is [N-]=[N+]=NC[C@H](O)CO. The result is 1 (mutagenic). (3) The drug is CC1(Cn2ccnn2)C(C(=O)O)N2C(=O)CC2S1(=O)=O. The result is 0 (non-mutagenic).